Regression. Given a peptide amino acid sequence and an MHC pseudo amino acid sequence, predict their binding affinity value. This is MHC class II binding data. From a dataset of Peptide-MHC class II binding affinity with 134,281 pairs from IEDB. (1) The peptide sequence is KFDSRLAFHHMAREKH. The MHC is DRB1_1501 with pseudo-sequence DRB1_1501. The binding affinity (normalized) is 0.452. (2) The peptide sequence is MAFLEESHPGIFENS. The MHC is DRB1_1101 with pseudo-sequence DRB1_1101. The binding affinity (normalized) is 0.272.